Task: Predict the product of the given reaction.. Dataset: Forward reaction prediction with 1.9M reactions from USPTO patents (1976-2016) (1) Given the reactants [O:1]1[C:5]2[CH:6]=[C:7]([NH2:11])[C:8]([NH2:10])=[CH:9][C:4]=2[O:3][CH2:2]1.[S:12]1[CH:16]=[CH:15][CH:14]=[C:13]1[C:17](=O)[C:18](O)=[O:19], predict the reaction product. The product is: [S:12]1[CH:16]=[CH:15][CH:14]=[C:13]1[C:17]1[C:18](=[O:19])[NH:10][C:8]2[CH:9]=[C:4]3[O:3][CH2:2][O:1][C:5]3=[CH:6][C:7]=2[N:11]=1. (2) Given the reactants [CH:1]([CH:3]1[O:8][CH2:7][C:6]2([CH2:13][O:12][CH:11]([CH:14]=[CH2:15])[O:10][CH2:9]2)[CH2:5][O:4]1)=[CH2:2], predict the reaction product. The product is: [CH:1](=[C:3]1[O:4][CH2:5][C:6]2([CH2:13][O:12][C:11](=[CH:14][CH3:15])[O:10][CH2:9]2)[CH2:7][O:8]1)[CH3:2]. (3) Given the reactants [Cl:1][C:2]1[C:7]([N:8]2[CH2:13][CH2:12][N:11]([CH:14]3[CH2:17][O:16][CH2:15]3)[CH:10]([CH2:18][F:19])[CH2:9]2)=[CH:6][C:5]([C:20]#[N:21])=[CH:4][C:3]=1[NH:22]C(=O)OC(C)(C)C.C(O)(C(F)(F)F)=O, predict the reaction product. The product is: [NH2:22][C:3]1[CH:4]=[C:5]([CH:6]=[C:7]([N:8]2[CH2:13][CH2:12][N:11]([CH:14]3[CH2:17][O:16][CH2:15]3)[CH:10]([CH2:18][F:19])[CH2:9]2)[C:2]=1[Cl:1])[C:20]#[N:21]. (4) Given the reactants [CH2:1]([S:11]([OH:14])(=[O:13])=[O:12])[CH2:2][S:3][S:4][CH2:5][CH2:6][S:7]([OH:10])(=[O:9])=[O:8].[NH2:15][C@H:16]([C:24]([OH:26])=[O:25])[CH2:17][CH2:18][CH2:19][NH:20][C:21](=[NH:23])[NH2:22].CC(C)=O, predict the reaction product. The product is: [CH2:1]([S:11]([OH:14])(=[O:13])=[O:12])[CH2:2][S:3][S:4][CH2:5][CH2:6][S:7]([OH:10])(=[O:8])=[O:9].[NH2:15][C@H:16]([C:24]([OH:26])=[O:25])[CH2:17][CH2:18][CH2:19][NH:20][C:21](=[NH:22])[NH2:23].[NH2:15][C@H:16]([C:24]([OH:26])=[O:25])[CH2:17][CH2:18][CH2:19][NH:20][C:21](=[NH:22])[NH2:23]. (5) Given the reactants [CH3:1][C:2]1(O)[CH:13]2[CH2:14][O:15][CH2:16][CH:12]2[CH2:11][CH2:10][CH2:9][CH2:8][CH2:7][CH2:6][CH2:5][CH2:4][CH2:3]1.C1(C)C=CC(S(O)(=O)=O)=CC=1.O, predict the reaction product. The product is: [CH3:1][C:2]1[CH:13]2[CH2:14][O:15][CH2:16][CH:12]2[CH2:11][CH2:10][CH2:9][CH2:8][CH2:7][CH2:6][CH2:5][CH2:4][CH:3]=1.